This data is from Catalyst prediction with 721,799 reactions and 888 catalyst types from USPTO. The task is: Predict which catalyst facilitates the given reaction. (1) Reactant: [SH:1][CH2:2][CH:3]([OH:5])[CH3:4].[OH-].[Na+].CN(C)C=O.[Br:13][C:14]1[CH:15]=[N:16][CH:17]=[C:18](Br)[CH:19]=1. Product: [Br:13][C:14]1[CH:19]=[C:18]([S:1][CH2:2][CH:3]([OH:5])[CH3:4])[CH:17]=[N:16][CH:15]=1. The catalyst class is: 6. (2) Reactant: B.[CH2:2]1[CH2:6][O:5][CH2:4][CH2:3]1.[C:7]1([C@@H:13]([N:15]2CC3C[CH:16]2[CH:17]=C3)[CH3:14])[CH:12]=[CH:11][CH:10]=[CH:9][CH:8]=1.[OH-].[Na+].OO.[NH4+].[OH-]. Product: [C:7]1([C@@H:13]([N:15]2[CH2:4][C@H:3]3[CH2:17][C@@H:16]2[CH:6]([OH:5])[CH2:2]3)[CH3:14])[CH:12]=[CH:11][CH:10]=[CH:9][CH:8]=1. The catalyst class is: 1. (3) Reactant: [C:1]([O:5][C:6]([N:8]1[CH2:13][CH2:12][CH:11]([C:14]([OH:16])=O)[CH2:10][CH2:9]1)=[O:7])([CH3:4])([CH3:3])[CH3:2].C1C=NC2N(O)N=NC=2C=1.C(Cl)CCl.[Cl:31][C:32]1[CH:37]=[CH:36][C:35]([CH2:38][NH2:39])=[C:34]([O:40][CH3:41])[CH:33]=1. Product: [Cl:31][C:32]1[CH:37]=[CH:36][C:35]([CH2:38][NH:39][C:14]([CH:11]2[CH2:10][CH2:9][N:8]([C:6]([O:5][C:1]([CH3:2])([CH3:3])[CH3:4])=[O:7])[CH2:13][CH2:12]2)=[O:16])=[C:34]([O:40][CH3:41])[CH:33]=1. The catalyst class is: 2. (4) Reactant: C(N(CC)C(C)C)(C)C.[Br-].[Li+].[F:12][C:13]([F:29])([F:28])[C:14]1[CH:15]=[C:16]([C:20]2([CH:26]=O)[CH2:25][CH2:24][O:23][CH2:22][CH2:21]2)[CH:17]=[CH:18][CH:19]=1.[CH3:30][CH2:31][O:32][C:33]([CH3:35])=[O:34]. Product: [F:12][C:13]([F:29])([F:28])[C:14]1[CH:15]=[C:16]([C:20]2([CH:26]=[CH:35][C:33]([O:32][CH2:31][CH3:30])=[O:34])[CH2:25][CH2:24][O:23][CH2:22][CH2:21]2)[CH:17]=[CH:18][CH:19]=1. The catalyst class is: 295. (5) Reactant: [F:1][C:2]([C:5]1[CH:10]=[CH:9][C:8]([CH2:11][C@H:12]([NH:15][C:16](=[O:22])[O:17][C:18]([CH3:21])([CH3:20])[CH3:19])[CH2:13][OH:14])=[CH:7][CH:6]=1)([F:4])[CH3:3].[O:23]=[S:24](Cl)Cl.N1C=CC=CC=1. Product: [F:1][C:2]([C:5]1[CH:6]=[CH:7][C:8]([CH2:11][C@H:12]2[CH2:13][O:14][S:24](=[O:23])[N:15]2[C:16]([O:17][C:18]([CH3:21])([CH3:20])[CH3:19])=[O:22])=[CH:9][CH:10]=1)([F:4])[CH3:3]. The catalyst class is: 291. (6) Product: [ClH:13].[NH2:7][CH2:6][C:5]1[CH:4]=[C:3]([CH3:2])[C:10]([OH:11])=[C:9]([CH3:12])[CH:8]=1. The catalyst class is: 7. Reactant: B.[CH3:2][C:3]1[CH:4]=[C:5]([CH:8]=[C:9]([CH3:12])[C:10]=1[OH:11])[C:6]#[N:7].[ClH:13].